Predict the reaction yield, written as a fraction of the theoretical maximum amount of product (1.0 means a 100% yield; for example, 0.34 means a 34% yield). From a dataset of Reaction yield outcomes from USPTO patents with 853,638 reactions. (1) The reactants are Cl[CH2:2][C:3]1[CH:4]=[C:5]([NH:9][C:10]2[CH:15]=[C:14]([O:16][C:17]3[C:18]([CH3:24])=[N:19][C:20]([CH3:23])=[CH:21][CH:22]=3)[CH:13]=[CH:12][N:11]=2)[CH:6]=[CH:7][CH:8]=1.[CH3:25][N:26]1[CH2:31][CH2:30][NH:29][CH2:28][CH2:27]1.C(N(C)CC)C. The catalyst is C(Cl)Cl. The product is [CH3:24][C:18]1[C:17]([O:16][C:14]2[CH:13]=[CH:12][N:11]=[C:10]([NH:9][C:5]3[CH:6]=[CH:7][CH:8]=[C:3]([CH2:2][N:29]4[CH2:30][CH2:31][N:26]([CH3:25])[CH2:27][CH2:28]4)[CH:4]=3)[CH:15]=2)=[CH:22][CH:21]=[C:20]([CH3:23])[N:19]=1. The yield is 0.436. (2) The reactants are [NH2:1][C:2]1[NH:6][N:5]=[CH:4][C:3]=1[C:7]#[N:8].[Cl:9][C:10]1[CH:15]=[CH:14][C:13]([C:16](=O)[CH2:17][C:18](OCC)=[O:19])=[CH:12][CH:11]=1. The catalyst is CCCCO.CC1C=CC(S(O)(=O)=O)=CC=1. The product is [Cl:9][C:10]1[CH:11]=[CH:12][C:13]([C:16]2[NH:1][C:2]3[N:6]([N:5]=[CH:4][C:3]=3[C:7]#[N:8])[C:18](=[O:19])[CH:17]=2)=[CH:14][CH:15]=1. The yield is 0.480.